Dataset: NCI-60 drug combinations with 297,098 pairs across 59 cell lines. Task: Regression. Given two drug SMILES strings and cell line genomic features, predict the synergy score measuring deviation from expected non-interaction effect. (1) Drug 1: COC1=CC(=CC(=C1O)OC)C2C3C(COC3=O)C(C4=CC5=C(C=C24)OCO5)OC6C(C(C7C(O6)COC(O7)C8=CC=CS8)O)O. Drug 2: C1=C(C(=O)NC(=O)N1)N(CCCl)CCCl. Cell line: MOLT-4. Synergy scores: CSS=82.9, Synergy_ZIP=-0.882, Synergy_Bliss=-1.18, Synergy_Loewe=-0.688, Synergy_HSA=2.09. (2) Drug 1: CCC1(CC2CC(C3=C(CCN(C2)C1)C4=CC=CC=C4N3)(C5=C(C=C6C(=C5)C78CCN9C7C(C=CC9)(C(C(C8N6C)(C(=O)OC)O)OC(=O)C)CC)OC)C(=O)OC)O.OS(=O)(=O)O. Drug 2: C1CNP(=O)(OC1)N(CCCl)CCCl. Cell line: NCI-H460. Synergy scores: CSS=-1.68, Synergy_ZIP=2.26, Synergy_Bliss=2.15, Synergy_Loewe=0.172, Synergy_HSA=-0.212. (3) Drug 1: CCCCC(=O)OCC(=O)C1(CC(C2=C(C1)C(=C3C(=C2O)C(=O)C4=C(C3=O)C=CC=C4OC)O)OC5CC(C(C(O5)C)O)NC(=O)C(F)(F)F)O. Drug 2: CC(C)NC(=O)C1=CC=C(C=C1)CNNC.Cl. Cell line: NCIH23. Synergy scores: CSS=62.9, Synergy_ZIP=2.69, Synergy_Bliss=4.78, Synergy_Loewe=-15.2, Synergy_HSA=3.00. (4) Drug 1: CC(CN1CC(=O)NC(=O)C1)N2CC(=O)NC(=O)C2. Drug 2: CC1CCCC2(C(O2)CC(NC(=O)CC(C(C(=O)C(C1O)C)(C)C)O)C(=CC3=CSC(=N3)C)C)C. Cell line: EKVX. Synergy scores: CSS=0.467, Synergy_ZIP=-2.32, Synergy_Bliss=-4.61, Synergy_Loewe=-4.33, Synergy_HSA=-5.06. (5) Drug 1: CCC(=C(C1=CC=CC=C1)C2=CC=C(C=C2)OCCN(C)C)C3=CC=CC=C3.C(C(=O)O)C(CC(=O)O)(C(=O)O)O. Drug 2: CCC1(C2=C(COC1=O)C(=O)N3CC4=CC5=C(C=CC(=C5CN(C)C)O)N=C4C3=C2)O.Cl. Cell line: NCIH23. Synergy scores: CSS=29.3, Synergy_ZIP=-1.07, Synergy_Bliss=2.50, Synergy_Loewe=-17.0, Synergy_HSA=0.206.